This data is from Peptide-MHC class I binding affinity with 185,985 pairs from IEDB/IMGT. The task is: Regression. Given a peptide amino acid sequence and an MHC pseudo amino acid sequence, predict their binding affinity value. This is MHC class I binding data. The peptide sequence is QENEIYTYF. The MHC is HLA-A26:02 with pseudo-sequence HLA-A26:02. The binding affinity (normalized) is 0.0847.